Dataset: NCI-60 drug combinations with 297,098 pairs across 59 cell lines. Task: Regression. Given two drug SMILES strings and cell line genomic features, predict the synergy score measuring deviation from expected non-interaction effect. (1) Drug 1: COC1=C(C=C2C(=C1)N=CN=C2NC3=CC(=C(C=C3)F)Cl)OCCCN4CCOCC4. Drug 2: C1CC(C1)(C(=O)O)C(=O)O.[NH2-].[NH2-].[Pt+2]. Cell line: SF-539. Synergy scores: CSS=37.0, Synergy_ZIP=-10.8, Synergy_Bliss=-1.14, Synergy_Loewe=0.730, Synergy_HSA=2.22. (2) Drug 1: CC1=C(C(CCC1)(C)C)C=CC(=CC=CC(=CC(=O)O)C)C. Drug 2: CC12CCC3C(C1CCC2O)C(CC4=C3C=CC(=C4)O)CCCCCCCCCS(=O)CCCC(C(F)(F)F)(F)F. Cell line: SF-295. Synergy scores: CSS=5.99, Synergy_ZIP=-1.20, Synergy_Bliss=0.781, Synergy_Loewe=0.353, Synergy_HSA=0.554. (3) Drug 1: C1=CC(=CC=C1CCCC(=O)O)N(CCCl)CCCl. Drug 2: C(CCl)NC(=O)N(CCCl)N=O. Cell line: KM12. Synergy scores: CSS=2.18, Synergy_ZIP=-3.45, Synergy_Bliss=-2.61, Synergy_Loewe=-3.36, Synergy_HSA=-2.44. (4) Drug 1: CC1CCC2CC(C(=CC=CC=CC(CC(C(=O)C(C(C(=CC(C(=O)CC(OC(=O)C3CCCCN3C(=O)C(=O)C1(O2)O)C(C)CC4CCC(C(C4)OC)O)C)C)O)OC)C)C)C)OC. Drug 2: C1CN(P(=O)(OC1)NCCCl)CCCl. Cell line: IGROV1. Synergy scores: CSS=9.46, Synergy_ZIP=-2.74, Synergy_Bliss=-1.47, Synergy_Loewe=-14.1, Synergy_HSA=-1.32. (5) Drug 1: C1=CC(=C2C(=C1NCCNCCO)C(=O)C3=C(C=CC(=C3C2=O)O)O)NCCNCCO. Drug 2: CC1C(C(CC(O1)OC2CC(CC3=C2C(=C4C(=C3O)C(=O)C5=C(C4=O)C(=CC=C5)OC)O)(C(=O)CO)O)N)O.Cl. Cell line: SK-MEL-2. Synergy scores: CSS=59.3, Synergy_ZIP=-1.27, Synergy_Bliss=0.500, Synergy_Loewe=-1.60, Synergy_HSA=-0.409.